Dataset: Catalyst prediction with 721,799 reactions and 888 catalyst types from USPTO. Task: Predict which catalyst facilitates the given reaction. (1) Reactant: [Cl:1][C:2]1[CH:7]=[CH:6][CH:5]=[CH:4][C:3]=1[C:8]1[N:17]([CH:18]2[CH2:23][CH2:22][N:21](C(OC(C)(C)C)=O)[CH2:20][CH2:19]2)[C:11]2=[N:12][C:13]([CH3:16])=[CH:14][CH:15]=[C:10]2[N:9]=1.C([O-])(O)=O.[Na+]. Product: [Cl:1][C:2]1[CH:7]=[CH:6][CH:5]=[CH:4][C:3]=1[C:8]1[N:17]([CH:18]2[CH2:19][CH2:20][NH:21][CH2:22][CH2:23]2)[C:11]2=[N:12][C:13]([CH3:16])=[CH:14][CH:15]=[C:10]2[N:9]=1. The catalyst class is: 2. (2) Reactant: B(Cl)([C@@H]1[C@@H](C)[C@@H]2C(C)(C)[C@@H](C2)C1)[C@@H]1[C@@H](C)[C@@H]2C(C)(C)[C@@H](C2)C1.[CH3:23][O:24][C:25]1[CH:26]=[C:27]([CH2:33][CH2:34][C:35]([C:37]2[CH:51]=[CH:50][CH:49]=[CH:48][C:38]=2[O:39][CH2:40][C:41]([O:43][C:44]([CH3:47])([CH3:46])[CH3:45])=[O:42])=[O:36])[CH:28]=[CH:29][C:30]=1[O:31][CH3:32].N(CCO)CCO. Product: [CH3:23][O:24][C:25]1[CH:26]=[C:27]([CH2:33][CH2:34][C@H:35]([C:37]2[CH:51]=[CH:50][CH:49]=[CH:48][C:38]=2[O:39][CH2:40][C:41]([O:43][C:44]([CH3:45])([CH3:46])[CH3:47])=[O:42])[OH:36])[CH:28]=[CH:29][C:30]=1[O:31][CH3:32]. The catalyst class is: 56. (3) Reactant: [CH3:1][C:2]1[S:11][C:10]2[CH2:9][C:8]3[CH:12]=[CH:13][CH:14]=[CH:15][C:7]=3[N:6]=[C:5]([N:16]3[CH2:21][CH2:20][NH:19][C@@H:18]([CH2:22][CH2:23][C:24]4[CH:29]=[CH:28][CH:27]=[CH:26][CH:25]=4)[CH2:17]3)[C:4]=2[CH:3]=1.[C:30]1([CH3:36])C=CC=CC=1.ClC[CH2:39][CH:40]1C[NH:43][C:42](=[O:45])[NH:41]1.C([O-])([O-])=O.[K+].[K+]. Product: [NH3:6].[CH3:1][C:2]1[S:11][C:10]2[CH2:9][C:8]3[CH:12]=[CH:13][CH:14]=[CH:15][C:7]=3[N:6]=[C:5]([N:16]3[CH2:21][CH2:20][N:19]([CH2:39][CH2:40][N:41]4[CH2:36][CH2:30][NH:43][C:42]4=[O:45])[C@@H:18]([CH2:22][CH2:23][C:24]4[CH:29]=[CH:28][CH:27]=[CH:26][CH:25]=4)[CH2:17]3)[C:4]=2[CH:3]=1. The catalyst class is: 13. (4) Reactant: [F:1][C:2]1[CH:10]=[C:9]2[C:5]([C:6]([C:11]3[CH:12]=[CH:13][C:14]([N:17]4[CH2:22][CH2:21][CH:20]([NH:23][S:24]([CH:27]=[CH2:28])(=[O:26])=[O:25])[CH2:19][CH2:18]4)=[N:15][CH:16]=3)=[CH:7][NH:8]2)=[CH:4][CH:3]=1.[CH3:29][NH:30][CH3:31]. Product: [CH3:29][N:30]([CH3:31])[CH2:28][CH2:27][S:24]([NH:23][CH:20]1[CH2:21][CH2:22][N:17]([C:14]2[CH:13]=[CH:12][C:11]([C:6]3[C:5]4[C:9](=[CH:10][C:2]([F:1])=[CH:3][CH:4]=4)[NH:8][CH:7]=3)=[CH:16][N:15]=2)[CH2:18][CH2:19]1)(=[O:26])=[O:25]. The catalyst class is: 1. (5) Reactant: C([Li])CCC.[CH3:6][C:7]([CH3:21])([CH3:20])[CH2:8][C:9]1[N:10]=[CH:11][N:12]([S:14]([N:17]([CH3:19])[CH3:18])(=[O:16])=[O:15])[CH:13]=1.CN(C)[CH:24]=[O:25]. Product: [CH3:6][C:7]([CH3:21])([CH3:20])[CH2:8][C:9]1[N:10]=[C:11]([CH:24]=[O:25])[N:12]([S:14]([N:17]([CH3:19])[CH3:18])(=[O:16])=[O:15])[CH:13]=1. The catalyst class is: 7. (6) Reactant: [Cl:1][C:2]1[CH:7]=[CH:6][C:5]([C:8]2[N:9]([CH2:14][C@H:15]([OH:20])[C:16]([F:19])([F:18])[F:17])[C:10](=[O:13])[NH:11][N:12]=2)=[CH:4][CH:3]=1.C(=O)([O-])[O-].[K+].[K+].[Cl:27][C:28]1[S:29][C:30]([CH2:33]Cl)=[CH:31][CH:32]=1.O. Product: [Cl:1][C:2]1[CH:7]=[CH:6][C:5]([C:8]2[N:9]([CH2:14][C@H:15]([OH:20])[C:16]([F:18])([F:19])[F:17])[C:10](=[O:13])[N:11]([CH2:33][C:30]3[S:29][C:28]([Cl:27])=[CH:32][CH:31]=3)[N:12]=2)=[CH:4][CH:3]=1. The catalyst class is: 10.